From a dataset of TCR-epitope binding with 47,182 pairs between 192 epitopes and 23,139 TCRs. Binary Classification. Given a T-cell receptor sequence (or CDR3 region) and an epitope sequence, predict whether binding occurs between them. (1) The epitope is YSEHPTFTSQY. The TCR CDR3 sequence is CASSLGLAGGDYEQYF. Result: 0 (the TCR does not bind to the epitope). (2) The epitope is QECVRGTTVL. The TCR CDR3 sequence is CASSESKDSPYEQYF. Result: 1 (the TCR binds to the epitope).